From a dataset of Forward reaction prediction with 1.9M reactions from USPTO patents (1976-2016). Predict the product of the given reaction. (1) Given the reactants C(O)[C@H]1OC(O)[C@H](O)[C@@H](O)[C@@H]1O.O.O.O.O.O.O.[Cl-].[Mg+2].[Cl-].[C:22]([O:26][C:27]([N:29]1[CH2:36][CH2:35][C:32]2([CH2:34][CH2:33]2)[C:31](=[O:37])[CH2:30]1)=[O:28])([CH3:25])([CH3:24])[CH3:23].O=C[C@@H]([C@H]([C@@H]([C@@H](CO)O)O)O)O.[OH-].[Na+], predict the reaction product. The product is: [C:22]([O:26][C:27]([N:29]1[CH2:36][CH2:35][C:32]2([CH2:34][CH2:33]2)[C@H:31]([OH:37])[CH2:30]1)=[O:28])([CH3:25])([CH3:23])[CH3:24]. (2) Given the reactants [N+:1]([C:4]1[CH:9]=[CH:8][CH:7]=[CH:6][C:5]=1B(O)O)([O-:3])=[O:2].Br[C:14]1[C:27]2[CH:28]=[CH:29][CH:30]=[CH:31][C:26]=2[C:25]2[C:24]3[CH:23]=[CH:22][CH:21]=[CH:20][C:19]=3[CH:18]=[CH:17][C:16]=2[CH:15]=1.C(=O)([O-])[O-].[Na+].[Na+], predict the reaction product. The product is: [N+:1]([C:4]1[CH:9]=[CH:8][CH:7]=[CH:6][C:5]=1[C:18]1[C:19]2[CH:20]=[CH:21][CH:22]=[CH:23][C:24]=2[C:25]2[C:26]3[CH:31]=[CH:30][CH:29]=[CH:28][C:27]=3[CH:14]=[CH:15][C:16]=2[CH:17]=1)([O-:3])=[O:2]. (3) Given the reactants C([O:5][C:6](=[O:22])[C:7]1[CH:12]=[CH:11][C:10]([C:13]([F:16])([F:15])[F:14])=[CH:9][C:8]=1[O:17][CH2:18][CH2:19][CH2:20][CH3:21])CCC, predict the reaction product. The product is: [CH2:18]([O:17][C:8]1[CH:9]=[C:10]([C:13]([F:14])([F:15])[F:16])[CH:11]=[CH:12][C:7]=1[C:6]([OH:22])=[O:5])[CH2:19][CH2:20][CH3:21]. (4) Given the reactants [OH:1][C:2]1[CH:3]=[C:4]([CH2:8][C:9]([OH:11])=[O:10])[CH:5]=[CH:6][CH:7]=1.Br[CH2:13][CH:14]1[CH2:16][CH2:15]1.[OH-].[K+], predict the reaction product. The product is: [CH:14]1([CH2:13][O:1][C:2]2[CH:3]=[C:4]([CH2:8][C:9]([OH:11])=[O:10])[CH:5]=[CH:6][CH:7]=2)[CH2:16][CH2:15]1.